From a dataset of Forward reaction prediction with 1.9M reactions from USPTO patents (1976-2016). Predict the product of the given reaction. (1) The product is: [CH2:1]([O:3][C:4](=[O:12])[C:5]1[CH:10]=[CH:9][CH:8]=[CH:7][C:6]=1[CH2:11][Br:13])[CH3:2]. Given the reactants [CH2:1]([O:3][C:4](=[O:12])[C:5]1[CH:10]=[CH:9][CH:8]=[CH:7][C:6]=1[CH3:11])[CH3:2].[Br:13]N1C(=O)CCC1=O.C(OOC(=O)C1C=CC=CC=1)(=O)C1C=CC=CC=1.CCCCCC, predict the reaction product. (2) Given the reactants [CH2:1]([NH:3][C:4]1[S:5][C@H:6]2[S:12][C@H:11]([CH2:13][OH:14])[C@H:10]3[O:15][C@@:16]([O:23][CH3:24])([CH3:22])[C@:17]([O:20][CH3:21])([CH3:19])[O:18][C@@H:9]3[C@H:7]2[N:8]=1)[CH3:2].CCN(C(C)C)C(C)C.[CH3:34][C:35]([O:38][C:39](O[C:39]([O:38][C:35]([CH3:37])([CH3:36])[CH3:34])=[O:40])=[O:40])([CH3:37])[CH3:36], predict the reaction product. The product is: [CH2:1]([N:3]([C:4]1[S:5][C@H:6]2[S:12][C@H:11]([CH2:13][OH:14])[C@H:10]3[O:15][C@@:16]([O:23][CH3:24])([CH3:22])[C@:17]([O:20][CH3:21])([CH3:19])[O:18][C@@H:9]3[C@H:7]2[N:8]=1)[C:39](=[O:40])[O:38][C:35]([CH3:37])([CH3:36])[CH3:34])[CH3:2]. (3) Given the reactants [CH3:1][O:2][CH2:3][C:4]#[C:5][CH2:6][O:7][CH3:8].[F:9][C:10]([F:22])([F:21])[C:11]([NH:13][CH:14]([CH2:18][C:19]#[CH:20])[CH2:15][C:16]#[CH:17])=[O:12], predict the reaction product. The product is: [F:9][C:10]([F:21])([F:22])[C:11]([NH:13][CH:14]1[CH2:15][C:16]2[C:19](=[CH:20][C:5]([CH2:6][O:7][CH3:8])=[C:4]([CH2:3][O:2][CH3:1])[CH:17]=2)[CH2:18]1)=[O:12]. (4) Given the reactants [Cl:1][C:2]1[N:7]=[CH:6][C:5](/[CH:8]=[CH:9]/[C:10]([O:12][C:13]([CH3:16])([CH3:15])[CH3:14])=[O:11])=[C:4]([C:17](=[O:22])/[C:18](/Cl)=[N:19]\[NH2:20])[CH:3]=1.C(N(C(C)C)CC)(C)C, predict the reaction product. The product is: [Cl:1][C:2]1[N:7]=[CH:6][C:5](/[CH:8]=[CH:9]/[C:10]([O:12][C:13]([CH3:16])([CH3:15])[CH3:14])=[O:11])=[C:4]([C:17](=[O:22])[CH:18]=[N+:19]=[N-:20])[CH:3]=1. (5) Given the reactants [NH2:1][CH2:2][C@:3]([C:8]1[CH:13]=[CH:12][CH:11]=[CH:10][CH:9]=1)([OH:7])[CH2:4][CH2:5][CH3:6].C1([C@](O)(CCC)CN[C@H](C2C=CC=CC=2)C)C=CC=CC=1, predict the reaction product. The product is: [NH2:1][CH2:2][C@@:3]([C:8]1[CH:13]=[CH:12][CH:11]=[CH:10][CH:9]=1)([OH:7])[CH2:4][CH2:5][CH3:6]. (6) Given the reactants [C:1]([O:5][C:6](=[O:15])[NH:7][C@@H:8]([CH2:11][CH:12]([CH3:14])[CH3:13])[CH2:9][OH:10])([CH3:4])([CH3:3])[CH3:2].Cl[C:17]1[CH:18]=[CH:19][C:20]2[C:30]3[C:25](=[CH:26][N:27]=[CH:28][CH:29]=3)[CH:24]([C:31]([F:34])([F:33])[F:32])[O:23][C:21]=2[CH:22]=1, predict the reaction product. The product is: [C:1]([O:5][C:6](=[O:15])[NH:7][C@@H:8]([CH2:11][CH:12]([CH3:13])[CH3:14])[CH2:9][O:10][C:17]1[CH:18]=[CH:19][C:20]2[C:30]3[C:25](=[CH:26][N:27]=[CH:28][CH:29]=3)[CH:24]([C:31]([F:33])([F:34])[F:32])[O:23][C:21]=2[CH:22]=1)([CH3:4])([CH3:3])[CH3:2]. (7) Given the reactants Cl[C:2]1[C:7]([Cl:8])=[CH:6][N:5]=[C:4]2[N:9]([CH2:18][O:19][CH2:20][CH2:21][Si:22]([CH3:25])([CH3:24])[CH3:23])[C:10]([C:12]3[CH:13]=[N:14][N:15]([CH3:17])[CH:16]=3)=[CH:11][C:3]=12.[Br:26][C:27]1[CH:28]=[N:29][NH:30][CH:31]=1.C(=O)([O-])[O-].[K+].[K+], predict the reaction product. The product is: [Br:26][C:27]1[CH:28]=[N:29][N:30]([C:2]2[C:7]([Cl:8])=[CH:6][N:5]=[C:4]3[N:9]([CH2:18][O:19][CH2:20][CH2:21][Si:22]([CH3:25])([CH3:24])[CH3:23])[C:10]([C:12]4[CH:13]=[N:14][N:15]([CH3:17])[CH:16]=4)=[CH:11][C:3]=23)[CH:31]=1.